From a dataset of Blood-brain barrier penetration binary classification data from Martins et al.. Regression/Classification. Given a drug SMILES string, predict its absorption, distribution, metabolism, or excretion properties. Task type varies by dataset: regression for continuous measurements (e.g., permeability, clearance, half-life) or binary classification for categorical outcomes (e.g., BBB penetration, CYP inhibition). Dataset: bbb_martins. (1) The drug is CC12CCC(CC1=O)C2(C)C. The result is 1 (penetrates BBB). (2) The compound is CC(CN1C(=O)c2cccnc2Nc2ccccc21)N(C)C. The result is 1 (penetrates BBB). (3) The molecule is Nc1c2c(nc3ccccc13)CCCC2O. The result is 1 (penetrates BBB). (4) The drug is O=C(CCCN1CCC(O)(c2ccc(Br)cc2)CC1)c1ccc(F)cc1. The result is 1 (penetrates BBB).